This data is from Forward reaction prediction with 1.9M reactions from USPTO patents (1976-2016). The task is: Predict the product of the given reaction. (1) Given the reactants [CH3:1][C:2]1[N:7]=[C:6]([N:8]2[C:17]3[C:12](=[CH:13][CH:14]=[CH:15][CH:16]=3)[N:11]=[C:10]([C:18]([OH:20])=[O:19])[C:9]2=[O:21])[CH:5]=[CH:4][CH:3]=1.[C:22](Cl)(=[O:26])[C:23](Cl)=O, predict the reaction product. The product is: [CH3:1][C:2]1[N:7]=[C:6]([N:8]2[C:17]3[C:12](=[CH:13][CH:14]=[CH:15][CH:16]=3)[N:11]=[C:10]([C:18]([O:20][C:2]3[CH2:3][CH2:4][CH2:23][C:22](=[O:26])[CH:1]=3)=[O:19])[C:9]2=[O:21])[CH:5]=[CH:4][CH:3]=1. (2) Given the reactants [CH3:1][O:2]C1C=CC(CCN)=CC=1.CN([C:15]1[CH:20]=CC=CN=1)C.[CH3:21][O:22][C:23]1[CH:31]=[CH:30][C:29]([Cl:32])=[CH:28][C:24]=1[C:25](Cl)=[O:26].Cl.[N:34]1C=CC=CC=1, predict the reaction product. The product is: [CH3:1][O:2][C:30]1[C:29]([Cl:32])=[CH:28][C:24]([C:25]([NH2:34])=[O:26])=[C:23]([O:22][CH3:21])[C:31]=1[CH2:15][CH3:20]. (3) Given the reactants C(OC(=O)[NH:7][C@H:8]1[CH2:14][N:13]([C:15](=[O:23])[C:16]2[CH:21]=[CH:20][C:19]([F:22])=[CH:18][CH:17]=2)[C:12]2[CH:24]=[CH:25][CH:26]=[CH:27][C:11]=2[NH:10][C:9]1=[O:28])(C)(C)C.[ClH:30], predict the reaction product. The product is: [ClH:30].[NH2:7][C@@H:8]1[C:9](=[O:28])[NH:10][C:11]2[CH:27]=[CH:26][CH:25]=[CH:24][C:12]=2[N:13]([C:15](=[O:23])[C:16]2[CH:21]=[CH:20][C:19]([F:22])=[CH:18][CH:17]=2)[CH2:14]1. (4) Given the reactants [Cu][C:2]#[N:3].N1C=CC=CC=1.Br[C:11]1[CH:16]=[CH:15][C:14]([C:17]2[N:18]=[C:19]([N:22]3[C:26]([CH3:28])([CH3:27])[CH2:25][O:24][C:23]3=[O:29])[S:20][CH:21]=2)=[C:13]([F:30])[CH:12]=1, predict the reaction product. The product is: [CH3:27][C:26]1([CH3:28])[CH2:25][O:24][C:23](=[O:29])[N:22]1[C:19]1[S:20][CH:21]=[C:17]([C:14]2[CH:15]=[CH:16][C:11]([C:2]#[N:3])=[CH:12][C:13]=2[F:30])[N:18]=1. (5) Given the reactants C(N(CC)CC)C.[N+:8]([C:11]1[CH:19]=[CH:18][CH:17]=[C:16]2[C:12]=1[CH:13]=[N:14][NH:15]2)([O-:10])=[O:9].[CH3:20][C:21]([O:24][C:25](O[C:25]([O:24][C:21]([CH3:23])([CH3:22])[CH3:20])=[O:26])=[O:26])([CH3:23])[CH3:22], predict the reaction product. The product is: [N+:8]([C:11]1[CH:19]=[CH:18][CH:17]=[C:16]2[C:12]=1[CH:13]=[N:14][N:15]2[C:25]([O:24][C:21]([CH3:23])([CH3:22])[CH3:20])=[O:26])([O-:10])=[O:9]. (6) Given the reactants [F:1][C:2]1[CH:7]=[CH:6][C:5]([OH:8])=[CH:4][C:3]=1[CH3:9].Cl[C:11]1[CH:12]=[CH:13][C:14]([N+:26]([O-:28])=[O:27])=[C:15]([CH2:17][NH:18][C:19](=[O:25])[O:20][C:21]([CH3:24])([CH3:23])[CH3:22])[CH:16]=1.[H-].[Na+], predict the reaction product. The product is: [C:21]([O:20][C:19](=[O:25])[NH:18][CH2:17][C:15]1[CH:16]=[C:11]([O:8][C:5]2[CH:6]=[CH:7][C:2]([F:1])=[C:3]([CH3:9])[CH:4]=2)[CH:12]=[CH:13][C:14]=1[N+:26]([O-:28])=[O:27])([CH3:24])([CH3:22])[CH3:23]. (7) Given the reactants C[O:2][C:3]([C:5]1[CH:6]=[C:7]([C:15]2[CH:16]=[CH:17][C:18]([N:21]3[CH2:27][CH2:26][CH2:25][N:24]([C:28]4[CH:33]=[CH:32][C:31]([C:34]5[CH:39]=[C:38]([C:40](OC)=[O:41])[CH:37]=[C:36]([C:44](OC)=[O:45])[CH:35]=5)=[CH:30][N:29]=4)[CH2:23][CH2:22]3)=[N:19][CH:20]=2)[CH:8]=[C:9]([C:11](OC)=[O:12])[CH:10]=1)=O.[H-].C([Al+]CC(C)C)C(C)C.C1(C)C=CC=CC=1.CO.Cl.[OH-].[Na+], predict the reaction product. The product is: [OH:41][CH2:40][C:38]1[CH:39]=[C:34]([C:31]2[CH:32]=[CH:33][C:28]([N:24]3[CH2:25][CH2:26][CH2:27][N:21]([C:18]4[CH:17]=[CH:16][C:15]([C:7]5[CH:6]=[C:5]([CH2:3][OH:2])[CH:10]=[C:9]([CH2:11][OH:12])[CH:8]=5)=[CH:20][N:19]=4)[CH2:22][CH2:23]3)=[N:29][CH:30]=2)[CH:35]=[C:36]([CH2:44][OH:45])[CH:37]=1. (8) The product is: [C:18]([NH:17][C:13]1[CH:12]=[C:11]([CH:8]2[CH2:9][CH2:10][N:5]([CH2:4][CH2:3][CH2:2][NH:1][C:37]([C:30]3[CH:29]([C:24]4[CH:25]=[CH:26][C:27]([F:28])=[C:22]([F:21])[CH:23]=4)[CH2:34][C:33](=[O:35])[NH:32][C:31]=3[CH3:36])=[O:38])[CH2:6][CH2:7]2)[CH:16]=[CH:15][CH:14]=1)(=[O:20])[CH3:19]. Given the reactants [NH2:1][CH2:2][CH2:3][CH2:4][N:5]1[CH2:10][CH2:9][CH:8]([C:11]2[CH:12]=[C:13]([NH:17][C:18](=[O:20])[CH3:19])[CH:14]=[CH:15][CH:16]=2)[CH2:7][CH2:6]1.[F:21][C:22]1[CH:23]=[C:24]([CH:29]2[CH2:34][C:33](=[O:35])[NH:32][C:31]([CH3:36])=[C:30]2[C:37](O)=[O:38])[CH:25]=[CH:26][C:27]=1[F:28], predict the reaction product.